This data is from Experimentally validated miRNA-target interactions with 360,000+ pairs, plus equal number of negative samples. The task is: Binary Classification. Given a miRNA mature sequence and a target amino acid sequence, predict their likelihood of interaction. (1) The miRNA is hsa-miR-143-5p with sequence GGUGCAGUGCUGCAUCUCUGGU. The protein sequence of the target gene is MDKFVIRTPRIQNSPQKKDSGGKVYKQATIESLKRVVVVEDIKRWKTMLELPDQTKENLVEALQELKKKIPSREVLKSTRIGHTVNKMRKHSDSEVASLAREVYTEWKTFTEKHSNRPSIEVRSDPKTESLRKNAQKLLSEALELKMDHLLVENIERETFHLCSRLINGPYRRTVRALVFTLKHRAEIRAQVKSGSLPVGTFVQTHKK. Result: 1 (interaction). (2) The protein sequence of the target gene is MMKSIQLCILLWCLRAVCCHSCELTNITISVEKEECRFCISINTTWCEGYCYTRDLVYKDPARPNTQKVCTFKELVYETIRLPGCARHSDSLYTYPVATECHCGKCDSDSTDCTVRGLGPSYCSFGEMKE. Result: 0 (no interaction). The miRNA is hsa-miR-4463 with sequence GAGACUGGGGUGGGGCC. (3) The miRNA is dme-miR-310-3p with sequence UAUUGCACACUUCCCGGCCUUU. The protein sequence of the target gene is MESAITLWQFLLQLLLDQKHEHLICWTSNDGEFKLLKAEEVAKLWGLRKNKTNMNYDKLSRALRYYYDKNIIKKVIGQKFVYKFVSFPEILKMDPHAVEISRESLLLQDSDCKASPEGREAHKHGLAALRSTSRNEYIHSGLYSSFTINSLQNPPDAFKAIKTEKLEEPPEDSPPVEEVRTVIRFVTNKTDKHVTRPVVSLPSTSEAAAASAFLASSVSAKISSLMLPNAASISSASPFSSRSPSLSPNSPLPSEHRSLFLEAACHDSDSLEPLNLSSGSKTKSPSLPPKAKKPKGLEIS.... Result: 0 (no interaction). (4) The miRNA is mmu-miR-30b-5p with sequence UGUAAACAUCCUACACUCAGCU. The protein sequence of the target gene is MLCVGRLGGLGARAAALPPRRAGRGSLEAGIRARRVSTSWSPVGAAFNVKPQGSRLDLFGERRGLFGVPELSAPEGFHIAQEKALRKTELLVDRACSTPPGPQTVLIFDELSDSLCRVADLADFVKIAHPEPAFREAAEEACRSIGTMVEKLNTNVDLYQSLQKLLADKKLVDSLDPETRRVAELFMFDFEISGIHLDKEKRKRAVDLNVKILDLSSTFLMGTNFPNKIEKHLLPEHIRRNFTSAGDHIIIDGLHAESPDDLVREAAYKIFLYPNAGQLKCLEELLSSRDLLAKLVGYST.... Result: 0 (no interaction). (5) The miRNA is hsa-miR-193a-5p with sequence UGGGUCUUUGCGGGCGAGAUGA. The protein sequence of the target gene is MGPLRESKKEHRVQHHDKEISRSRIPRLILRPHMPQQQHKVSPASESPFSEEESREFNPSSSGRSARTVSSNSFCSDDTGCPSSQSVSPVKTPSDAGNSPIGFCPGSDEGFTRKKCTIGMVGEGSIQSSRYKKESKSGLVKPGSEADFSSSSSTGSISAPEVHMSTAGSKRSSSSRNRGPHGRSNGASSHKPGSSPSSPREKDLLSMLCRNQLSPVNIHPSYAPSSPSSSNSGSYKGSDCSPIMRRSGRYMSCGENHGVRPPNPEQYLTPLQQKEVTVRHLKTKLKESERRLHERESEIV.... Result: 0 (no interaction). (6) The miRNA is hsa-miR-204-5p with sequence UUCCCUUUGUCAUCCUAUGCCU. The protein sequence of the target gene is MPHLMERMVGSGLLWLALVSCILTQASAVQRGYGNPIEASSYGLDLDCGAPGTPEAHVCFDPCQNYTLLDEPFRSTENSAGSQGCDKNMSGWYRFVGEGGVRMSETCVQVHRCQTDAPMWLNGTHPALGDGITNHTACAHWSGNCCFWKTEVLVKACPGGYHVYRLEGTPWCNLRYCTVPRDPSTVEDKCEKACRPEEECLALNSTWGCFCRQDLNSSDVHSLQPQLDCGPREIKVKVDKCLLGGLGLGEEVIAYLRDPNCSSILQTEERNWVSVTSPVQASACRNILERNQTHAIYKNT.... Result: 1 (interaction). (7) The miRNA is mmu-miR-7a-1-3p with sequence CAACAAAUCACAGUCUGCCAUA. The protein sequence of the target gene is MCPQLAGAGSMGSPGATTGWGLLDYKTEKYVMTRNWRVGALQRLLQFGIVVYVVGWALLAKKGYQERDLEPQFSIITKLKGVSVTQIKELGNRLWDVADFVKPPQGENVFFLVTNFLVTPAQVQGRCPEHPSVPLANCWVDEDCPEGEGGTHSHGVKTGQCVVFNGTHRTCEIWSWCPVESGVVPSRPLLAQAQNFTLFIKNTVTFSKFNFSKSNALETWDPTYFKHCRYEPQFSPYCPVFRIGDLVAKAGGTFEDLALLGGSVGIRVHWDCDLDTGDSGCWPHYSFQLQEKSYNFRTAT.... Result: 0 (no interaction). (8) The miRNA is hsa-miR-136-3p with sequence CAUCAUCGUCUCAAAUGAGUCU. The protein sequence of the target gene is MFPLLIVLSQLPRLTLAVPHCIRSLKDSEHAPEEVFASKEAANIFMHRRLLNNRFDLELFTPGDLERECYEEFCSYEEAREILGDDENTIKFWQTYSIKGPTTGSDVNKEKIDVMSLLTGLIVAGVFLVIFGLVGYYVCLTKCKRRPYPSSSANYTRTARYTPSIVFRSPEEAVLSPSTSSEDAGLPSYEQAVALTRKHSVSPPPPYPGPARGFRVFKKSMSLPSH. Result: 0 (no interaction). (9) The miRNA is hsa-miR-548ak with sequence AAAAGUAACUGCGGUUUUUGA. The protein sequence of the target gene is MEGEGGGSGGAGTSGDSGDGGEQLLTVKHELRTANLTGHAEKVGIENFELLKVLGTGAYGKVFLVRKISGHDAGKLYAMKVLKKATIVQKAKTTEHTRTERQVLEHIRQSPFLVTLHYAFQTETKLHLILDYINGGELFTHLSQRERFTEHEVQIYVGEIVLALEHLHKLGIIYRDIKLENILLDSNGHVVLTDFGLSKEFVADETERAYSFCGTIEYMAPDIVRGGDSGHDKAVDWWSLGVLMYELLTGASPFTVDGEKNSQAEISRRILKSEPPYPQEMSTVAKDLLQRLLMKDPKKR.... Result: 0 (no interaction). (10) The protein sequence of the target gene is MSKMDGLSTGEEEDSTFTSISLEDDTDHSLKSWRSRAESLLPKMMNADMDAVDAENQVELEEKTRLINQVLELQHTLEDLSARVDAVKEENLKLKSENQVLGQYIENLMSASSVFQTTDTKSKRK. The miRNA is hsa-miR-4719 with sequence UCACAAAUCUAUAAUAUGCAGG. Result: 0 (no interaction).